This data is from Catalyst prediction with 721,799 reactions and 888 catalyst types from USPTO. The task is: Predict which catalyst facilitates the given reaction. Reactant: Cl[CH2:2][CH:3]([OH:22])[CH2:4][NH:5][C@@H:6]([C:15]1[CH:20]=[CH:19][C:18]([Cl:21])=[CH:17][CH:16]=1)[C:7]1[CH:8]=[C:9]([CH:12]=[CH:13][CH:14]=1)[C:10]#[N:11].C([O-])([O-])=O.[Cs+].[Cs+]. Product: [Cl:21][C:18]1[CH:19]=[CH:20][C:15]([C@H:6]([N:5]2[CH2:4][CH:3]([OH:22])[CH2:2]2)[C:7]2[CH:8]=[C:9]([CH:12]=[CH:13][CH:14]=2)[C:10]#[N:11])=[CH:16][CH:17]=1. The catalyst class is: 23.